The task is: Regression. Given a peptide amino acid sequence and an MHC pseudo amino acid sequence, predict their binding affinity value. This is MHC class I binding data.. This data is from Peptide-MHC class I binding affinity with 185,985 pairs from IEDB/IMGT. (1) The peptide sequence is SMYSTVATS. The MHC is HLA-A02:02 with pseudo-sequence HLA-A02:02. The binding affinity (normalized) is 0.279. (2) The peptide sequence is RLFMALVAFL. The MHC is HLA-A02:17 with pseudo-sequence HLA-A02:17. The binding affinity (normalized) is 0.331. (3) The peptide sequence is YQRPFGGQS. The MHC is HLA-B27:05 with pseudo-sequence HLA-B27:05. The binding affinity (normalized) is 0.0847. (4) The peptide sequence is RSFPEWDYI. The MHC is HLA-B15:01 with pseudo-sequence HLA-B15:01. The binding affinity (normalized) is 0.0847.